Task: Predict the reactants needed to synthesize the given product.. Dataset: Full USPTO retrosynthesis dataset with 1.9M reactions from patents (1976-2016) (1) Given the product [CH2:1]([C:8]1[S:9][C:10]2[CH:16]=[C:15]([B:18]3[O:22][C:21]([CH3:24])([CH3:23])[C:20]([CH3:26])([CH3:25])[O:19]3)[CH:14]=[CH:13][C:11]=2[N:12]=1)[C:2]1[CH:7]=[CH:6][CH:5]=[CH:4][CH:3]=1, predict the reactants needed to synthesize it. The reactants are: [CH2:1]([C:8]1[S:9][C:10]2[CH:16]=[C:15](Br)[CH:14]=[CH:13][C:11]=2[N:12]=1)[C:2]1[CH:7]=[CH:6][CH:5]=[CH:4][CH:3]=1.[B:18]1([B:18]2[O:22][C:21]([CH3:24])([CH3:23])[C:20]([CH3:26])([CH3:25])[O:19]2)[O:22][C:21]([CH3:24])([CH3:23])[C:20]([CH3:26])([CH3:25])[O:19]1.C([O-])(=O)C.[K+]. (2) Given the product [NH2:1][C:2]1[CH:11]=[C:10]2[C:5]([CH2:6][CH2:7][CH:8]([CH2:12][OH:13])[O:9]2)=[CH:4][CH:3]=1, predict the reactants needed to synthesize it. The reactants are: [NH2:1][C:2]1[CH:11]=[C:10]2[C:5]([CH2:6][CH2:7][CH:8]([C:12](OCC)=[O:13])[O:9]2)=[CH:4][CH:3]=1.[BH4-].[Li+]. (3) Given the product [F:1][C:2]1[CH:3]=[C:4]([C@@H:9]2[C@@H:14]([CH:15]=[O:16])[CH2:13][N:12]([C:17]([O:19][C:41]([CH3:42])([CH3:40])[CH3:36])=[O:18])[C@@H:11]([CH3:24])[CH2:10]2)[CH:5]=[CH:6][C:7]=1[F:8], predict the reactants needed to synthesize it. The reactants are: [F:1][C:2]1[CH:3]=[C:4]([C@@H:9]2[C@@H:14]([CH2:15][OH:16])[CH2:13][N:12]([C:17]([O:19]CCCC)=[O:18])[C@@H:11]([CH3:24])[CH2:10]2)[CH:5]=[CH:6][C:7]=1[F:8].N1C=CC=CC=1.CC(OI1(OC(C)=O)(OC(C)=O)O[C:42](=O)[C:41]2[CH:40]=CC=C[C:36]1=2)=O. (4) The reactants are: [CH2:1]([O:8][C:9]1[C:14](=[O:15])[N:13]2[CH2:16][CH2:17][N:18]([CH2:19][CH2:20][CH2:21][CH3:22])[C:12]2=[N:11][C:10]=1[C:23]([OH:25])=O)[C:2]1[CH:7]=[CH:6][CH:5]=[CH:4][CH:3]=1.[F:26][C:27]1[CH:34]=[CH:33][C:30]([CH2:31][NH2:32])=[CH:29][CH:28]=1. Given the product [F:26][C:27]1[CH:34]=[CH:33][C:30]([CH2:31][NH:32][C:23]([C:10]2[N:11]=[C:12]3[N:18]([CH2:19][CH2:20][CH2:21][CH3:22])[CH2:17][CH2:16][N:13]3[C:14](=[O:15])[C:9]=2[O:8][CH2:1][C:2]2[CH:7]=[CH:6][CH:5]=[CH:4][CH:3]=2)=[O:25])=[CH:29][CH:28]=1, predict the reactants needed to synthesize it. (5) Given the product [CH3:21][CH:10]1[CH:11]([O:14][C:15](=[O:20])[C:16]([CH3:19])([CH3:18])[CH3:17])[CH2:12][CH2:13][NH:8][CH2:9]1, predict the reactants needed to synthesize it. The reactants are: C([N:8]1[CH2:13][CH2:12][CH:11]([O:14][C:15](=[O:20])[C:16]([CH3:19])([CH3:18])[CH3:17])[CH:10]([CH3:21])[CH2:9]1)C1C=CC=CC=1.Cl. (6) Given the product [F:18][C:19]1[CH:40]=[CH:39][C:22]([CH2:23][O:24][C:25]2[CH:34]=[C:33]3[C:28]([CH:29]=[C:30]([C:35]([F:1])([CH3:37])[CH3:36])[CH:31]=[N:32]3)=[CH:27][CH:26]=2)=[CH:21][CH:20]=1, predict the reactants needed to synthesize it. The reactants are: [FH:1].F.F.C(N(CC)CC)C.C(N(CC)CC)C.[F:18][C:19]1[CH:40]=[CH:39][C:22]([CH2:23][O:24][C:25]2[CH:34]=[C:33]3[C:28]([CH:29]=[C:30]([C:35](O)([CH3:37])[CH3:36])[CH:31]=[N:32]3)=[CH:27][CH:26]=2)=[CH:21][CH:20]=1.C([O-])(O)=O.[Na+]. (7) Given the product [CH3:11][C:10]([CH3:13])([CH3:12])[CH2:9][C:7]1[N:8]=[C:3]([CH2:2][O:23][C:24]2[CH:25]=[CH:26][C:27]([CH3:37])=[C:28]([CH2:30][CH2:31][C:32]([O:34][CH2:35][CH3:36])=[O:33])[CH:29]=2)[CH:4]=[CH:5][C:6]=1[C:14]1[CH:19]=[C:18]([O:20][CH3:21])[CH:17]=[CH:16][C:15]=1[F:22], predict the reactants needed to synthesize it. The reactants are: Cl[CH2:2][C:3]1[N:8]=[C:7]([CH2:9][C:10]([CH3:13])([CH3:12])[CH3:11])[C:6]([C:14]2[CH:19]=[C:18]([O:20][CH3:21])[CH:17]=[CH:16][C:15]=2[F:22])=[CH:5][CH:4]=1.[OH:23][C:24]1[CH:25]=[CH:26][C:27]([CH3:37])=[C:28]([CH2:30][CH2:31][C:32]([O:34][CH2:35][CH3:36])=[O:33])[CH:29]=1.C(=O)([O-])[O-].[Cs+].[Cs+].C(OCC)(=O)C. (8) The reactants are: [C:1]1([C:7]2[N:8]=[C:9]3[N:14]=[C:13]([NH2:15])[CH:12]=[CH:11][N:10]3[CH:16]=2)[CH:6]=[CH:5][CH:4]=[CH:3][CH:2]=1.[CH3:17][O:18][C:19]1[N:27]=[CH:26][CH:25]=[CH:24][C:20]=1[C:21](O)=[O:22].C(N(C(C)C)CC)(C)C.CCCP(=O)=O. Given the product [CH3:17][O:18][C:19]1[N:27]=[CH:26][CH:25]=[CH:24][C:20]=1[C:21]([NH:15][C:13]1[CH:12]=[CH:11][N:10]2[CH:16]=[C:7]([C:1]3[CH:2]=[CH:3][CH:4]=[CH:5][CH:6]=3)[N:8]=[C:9]2[N:14]=1)=[O:22], predict the reactants needed to synthesize it. (9) Given the product [N:23]1[CH:28]=[CH:27][CH:26]=[CH:25][C:24]=1[C:7]1[C:12]2[O:13][C:14]3[C:19]([C:11]=2[CH:10]=[CH:9][CH:8]=1)=[CH:18][CH:17]=[CH:16][N:15]=3, predict the reactants needed to synthesize it. The reactants are: FC(F)(F)S(O[C:7]1[C:12]2[O:13][C:14]3[C:19]([C:11]=2[CH:10]=[CH:9][CH:8]=1)=[CH:18][CH:17]=[CH:16][N:15]=3)(=O)=O.[Br-].[N:23]1[CH:28]=[CH:27][CH:26]=[CH:25][C:24]=1[Zn+].